Dataset: Full USPTO retrosynthesis dataset with 1.9M reactions from patents (1976-2016). Task: Predict the reactants needed to synthesize the given product. (1) Given the product [Cl:1][C:2]1[CH:3]=[N:4][C:5]([CH3:11])=[C:6]([CH:10]=1)[C:7]([Cl:13])=[O:8], predict the reactants needed to synthesize it. The reactants are: [Cl:1][C:2]1[CH:3]=[N:4][C:5]([CH3:11])=[C:6]([CH:10]=1)[C:7](O)=[O:8].C(Cl)[Cl:13].C(Cl)(=O)C(Cl)=O. (2) Given the product [CH2:1]([O:8][CH2:9][CH:10]([NH:11][C:12](=[O:13])[O:14][C:15]([CH3:17])([CH3:16])[CH3:18])[CH:19]=[O:20])[C:2]1[CH:3]=[CH:4][CH:5]=[CH:6][CH:7]=1, predict the reactants needed to synthesize it. The reactants are: [CH2:1]([O:8][CH2:9][C@@H:10]([C:19](N(OC)C)=[O:20])[NH:11][C:12]([O:14][C:15]([CH3:18])([CH3:17])[CH3:16])=[O:13])[C:2]1[CH:7]=[CH:6][CH:5]=[CH:4][CH:3]=1.[H-].[H-].[H-].[H-].[Li+].[Al+3]. (3) Given the product [I:1][C:2]1[C@H:3]([OH:33])[C@@H:4]2[O:8][C:7]([CH3:10])([CH3:9])[O:6][C@@H:5]2[C:11]=1[CH2:12][O:13][C:14]([C:21]1[CH:22]=[CH:23][CH:24]=[CH:25][CH:26]=1)([C:15]1[CH:16]=[CH:17][CH:18]=[CH:19][CH:20]=1)[C:27]1[CH:32]=[CH:31][CH:30]=[CH:29][CH:28]=1, predict the reactants needed to synthesize it. The reactants are: [I:1][C:2]1[C:3](=[O:33])[C@@H:4]2[O:8][C:7]([CH3:10])([CH3:9])[O:6][C@@H:5]2[C:11]=1[CH2:12][O:13][C:14]([C:27]1[CH:32]=[CH:31][CH:30]=[CH:29][CH:28]=1)([C:21]1[CH:26]=[CH:25][CH:24]=[CH:23][CH:22]=1)[C:15]1[CH:20]=[CH:19][CH:18]=[CH:17][CH:16]=1.[BH4-].[Na+].